Regression. Given two drug SMILES strings and cell line genomic features, predict the synergy score measuring deviation from expected non-interaction effect. From a dataset of NCI-60 drug combinations with 297,098 pairs across 59 cell lines. (1) Drug 1: CCC1=C2CN3C(=CC4=C(C3=O)COC(=O)C4(CC)O)C2=NC5=C1C=C(C=C5)O. Drug 2: CC1C(C(CC(O1)OC2CC(OC(C2O)C)OC3=CC4=CC5=C(C(=O)C(C(C5)C(C(=O)C(C(C)O)O)OC)OC6CC(C(C(O6)C)O)OC7CC(C(C(O7)C)O)OC8CC(C(C(O8)C)O)(C)O)C(=C4C(=C3C)O)O)O)O. Cell line: SNB-19. Synergy scores: CSS=48.0, Synergy_ZIP=0.249, Synergy_Bliss=1.64, Synergy_Loewe=-8.46, Synergy_HSA=2.14. (2) Drug 1: CN1C(=O)N2C=NC(=C2N=N1)C(=O)N. Drug 2: CC=C1C(=O)NC(C(=O)OC2CC(=O)NC(C(=O)NC(CSSCCC=C2)C(=O)N1)C(C)C)C(C)C. Cell line: HL-60(TB). Synergy scores: CSS=46.7, Synergy_ZIP=-0.500, Synergy_Bliss=-0.126, Synergy_Loewe=-49.8, Synergy_HSA=-5.34. (3) Drug 2: CC(CN1CC(=O)NC(=O)C1)N2CC(=O)NC(=O)C2. Cell line: U251. Synergy scores: CSS=30.6, Synergy_ZIP=13.2, Synergy_Bliss=20.3, Synergy_Loewe=9.84, Synergy_HSA=16.8. Drug 1: CC1C(C(CC(O1)OC2CC(CC3=C2C(=C4C(=C3O)C(=O)C5=C(C4=O)C(=CC=C5)OC)O)(C(=O)CO)O)N)O.Cl. (4) Drug 1: CC12CCC3C(C1CCC2O)C(CC4=C3C=CC(=C4)O)CCCCCCCCCS(=O)CCCC(C(F)(F)F)(F)F. Drug 2: CC1C(C(CC(O1)OC2CC(CC3=C2C(=C4C(=C3O)C(=O)C5=C(C4=O)C(=CC=C5)OC)O)(C(=O)CO)O)N)O.Cl. Cell line: T-47D. Synergy scores: CSS=49.9, Synergy_ZIP=-0.907, Synergy_Bliss=-1.13, Synergy_Loewe=5.26, Synergy_HSA=5.50. (5) Drug 1: C1CN1P(=S)(N2CC2)N3CC3. Drug 2: CCCCC(=O)OCC(=O)C1(CC(C2=C(C1)C(=C3C(=C2O)C(=O)C4=C(C3=O)C=CC=C4OC)O)OC5CC(C(C(O5)C)O)NC(=O)C(F)(F)F)O. Cell line: HCT116. Synergy scores: CSS=45.0, Synergy_ZIP=-3.31, Synergy_Bliss=-7.25, Synergy_Loewe=-20.2, Synergy_HSA=-8.42. (6) Drug 1: COCCOC1=C(C=C2C(=C1)C(=NC=N2)NC3=CC=CC(=C3)C#C)OCCOC. Drug 2: CN1C=C(C=N1)C2=C3N=C(C(=C(N3N=C2)N)Br)C4CCCNC4. Cell line: T-47D. Synergy scores: CSS=25.6, Synergy_ZIP=6.68, Synergy_Bliss=6.91, Synergy_Loewe=-7.49, Synergy_HSA=1.59.